Task: Predict which catalyst facilitates the given reaction.. Dataset: Catalyst prediction with 721,799 reactions and 888 catalyst types from USPTO (1) Reactant: C[O:2][C:3]([C:5]1[CH:6]=[CH:7][CH:8]=[C:9]2[C:14]=1[N:13]=[CH:12][N:11]=[C:10]2[NH:15][CH2:16][C:17]1[CH:22]=[CH:21][CH:20]=[C:19]([NH:23][C:24]([C:26]2[CH:27]=[N:28][CH:29]=[C:30]([N:32]3[CH2:37][CH2:36][O:35][CH2:34][CH2:33]3)[CH:31]=2)=[O:25])[CH:18]=1)=O.C1COCC1.CC(O)C.[OH-].[NH4+:48]. Product: [N:32]1([C:30]2[CH:31]=[C:26]([C:24]([NH:23][C:19]3[CH:18]=[C:17]([CH:22]=[CH:21][CH:20]=3)[CH2:16][NH:15][C:10]3[C:9]4[C:14](=[C:5]([C:3]([NH2:48])=[O:2])[CH:6]=[CH:7][CH:8]=4)[N:13]=[CH:12][N:11]=3)=[O:25])[CH:27]=[N:28][CH:29]=2)[CH2:33][CH2:34][O:35][CH2:36][CH2:37]1. The catalyst class is: 6. (2) Reactant: [CH:1]1([N:4]([CH3:21])[CH:5]2[CH2:14][CH2:13][C:12]([CH3:16])([CH3:15])[C:11]3C(OC)=C(C#C)C=C[C:6]2=3)[CH2:3][CH2:2]1.[CH3:22][O:23][C:24](=[O:52])[CH:25]([C:27]1[CH:32]=[CH:31][C:30]([C:33]#[C:34][C:35]2[CH:36]=C(C3CC3)C3OC4(CC4)CC(C)(C)[C:39]=3[CH:48]=2)=[CH:29][CH:28]=1)[CH3:26].C(N(CC)CC)C.[C:60](OCC)(=[O:62])C. Product: [CH3:22][O:23][C:24](=[O:52])[CH:25]([C:27]1[CH:28]=[CH:29][C:30]([C:33]#[C:34][C:35]2[CH:48]=[C:39]([O:62][CH3:60])[C:6]3[CH:5]([N:4]([CH:1]4[CH2:3][CH2:2]4)[CH3:21])[CH2:14][CH2:13][C:12]([CH3:15])([CH3:16])[C:11]=3[CH:36]=2)=[CH:31][CH:32]=1)[CH3:26]. The catalyst class is: 730. (3) Reactant: [CH3:1][O:2][C:3]1[CH:4]=[C:5]([N:12]2[CH2:18][CH2:17][CH2:16][NH:15][CH2:14][CH2:13]2)[CH:6]=[CH:7][C:8]=1[N+:9]([O-:11])=[O:10].C(=O)([O-])[O-].[K+].[K+].I[CH2:26][CH2:27][CH3:28]. Product: [CH3:26][CH:27]([N:15]1[CH2:16][CH2:17][CH2:18][N:12]([C:5]2[CH:6]=[CH:7][C:8]([N+:9]([O-:11])=[O:10])=[C:3]([O:2][CH3:1])[CH:4]=2)[CH2:13][CH2:14]1)[CH3:28]. The catalyst class is: 245. (4) The catalyst class is: 35. Product: [F:21][C:22]1[CH:27]=[CH:26][C:25]([CH2:28][O:29][C:30]2[CH:38]=[CH:37][C:36]([C:39]([F:40])([F:41])[F:42])=[CH:35][C:31]=2[C:32]([NH:11][C:7]2[CH:6]=[N:5][CH:10]=[CH:9][CH:8]=2)=[O:33])=[CH:24][CH:23]=1. Reactant: C(Cl)CCl.[N:5]1[CH:10]=[CH:9][CH:8]=[C:7]([NH2:11])[CH:6]=1.C(N(C(C)C)CC)(C)C.[F:21][C:22]1[CH:27]=[CH:26][C:25]([CH2:28][O:29][C:30]2[CH:38]=[CH:37][C:36]([C:39]([F:42])([F:41])[F:40])=[CH:35][C:31]=2[C:32](O)=[O:33])=[CH:24][CH:23]=1. (5) Reactant: [C:1]([C:3]1[CH:8]=[CH:7][CH:6]=[CH:5][C:4]=1[N:9]1[C:14](=[O:15])[N:13]([C:16]2[CH:21]=[CH:20][CH:19]=[C:18]([N+:22]([O-])=O)[CH:17]=2)[CH2:12][C:11]([C:25]2[CH:30]=[CH:29][CH:28]=[CH:27][N:26]=2)=[N:10]1)#[N:2].[H][H]. Product: [C:1]([C:3]1[CH:8]=[CH:7][CH:6]=[CH:5][C:4]=1[N:9]1[C:14](=[O:15])[N:13]([C:16]2[CH:21]=[CH:20][CH:19]=[C:18]([NH2:22])[CH:17]=2)[CH2:12][C:11]([C:25]2[CH:30]=[CH:29][CH:28]=[CH:27][N:26]=2)=[N:10]1)#[N:2]. The catalyst class is: 129. (6) Reactant: [F:1][C:2]1[C:7]([F:8])=[CH:6][CH:5]=[CH:4][C:3]=1[C@H:9]1[CH:15]([CH2:16][OH:17])[NH:14][C:13](=[O:18])[C@H:12]([N:19](C(OC(C)(C)C)=O)C(OC(C)(C)C)=O)[CH2:11][CH2:10]1.[C:34]([OH:40])([C:36]([F:39])([F:38])[F:37])=[O:35]. Product: [NH2:19][C@@H:12]1[CH2:11][CH2:10][C@@H:9]([C:3]2[CH:4]=[CH:5][CH:6]=[C:7]([F:8])[C:2]=2[F:1])[CH:15]([CH2:16][OH:17])[NH:14][C:13]1=[O:18].[C:34]([OH:40])([C:36]([F:39])([F:38])[F:37])=[O:35]. The catalyst class is: 2. (7) The catalyst class is: 378. Product: [NH:16]([C:2]1[N:7]=[CH:6][C:5]([C:8]2[CH:9]=[CH:10][C:11](=[O:15])[N:12]([CH3:14])[CH:13]=2)=[CH:4][CH:3]=1)[NH2:17]. Reactant: Cl[C:2]1[N:7]=[CH:6][C:5]([C:8]2[CH:9]=[CH:10][C:11](=[O:15])[N:12]([CH3:14])[CH:13]=2)=[CH:4][CH:3]=1.[NH2:16][NH2:17].CO. (8) Reactant: [Cl:1][C:2]1[CH:3]=[C:4]([CH:14]=[C:15]([O:17]C)[CH:16]=1)[C:5]([N:7]([CH:11]([CH3:13])[CH3:12])[CH:8]([CH3:10])[CH3:9])=[O:6].B(Br)(Br)Br.CO. Product: [Cl:1][C:2]1[CH:3]=[C:4]([CH:14]=[C:15]([OH:17])[CH:16]=1)[C:5]([N:7]([CH:8]([CH3:9])[CH3:10])[CH:11]([CH3:12])[CH3:13])=[O:6]. The catalyst class is: 4. (9) Reactant: [C:1]1(B(O)O)[C:10]2[C:5](=[CH:6][CH:7]=[CH:8][CH:9]=2)[CH:4]=[CH:3][CH:2]=1.C([O-])([O-])=O.[Na+].[Na+].Br[C:21]1[CH:26]=[CH:25][CH:24]=[C:23]([CH:27]=[O:28])[N:22]=1. Product: [CH:27]([C:23]1[CH:24]=[CH:25][CH:26]=[C:21]([C:1]2[C:10]3[C:5](=[CH:6][CH:7]=[CH:8][CH:9]=3)[CH:4]=[CH:3][CH:2]=2)[N:22]=1)=[O:28]. The catalyst class is: 109.